This data is from Aqueous solubility values for 9,982 compounds from the AqSolDB database. The task is: Regression/Classification. Given a drug SMILES string, predict its absorption, distribution, metabolism, or excretion properties. Task type varies by dataset: regression for continuous measurements (e.g., permeability, clearance, half-life) or binary classification for categorical outcomes (e.g., BBB penetration, CYP inhibition). For this dataset (solubility_aqsoldb), we predict Y. (1) The molecule is O=c1ccc2nc3ccc(O)cc3oc-2c1. The Y is -1.03 log mol/L. (2) The compound is O=C([O-])c1ccccc1-c1c2cc(Br)c(=O)c(Br)c-2oc2c(Br)c([O-])c(Br)cc12.O=C([O-])c1ccccc1-c1c2cc(Br)c(=O)c(Br)c-2oc2c(Br)c([O-])c(Br)cc12.O=C([O-])c1ccccc1-c1c2cc(Br)c(=O)c(Br)c-2oc2c(Br)c([O-])c(Br)cc12.[Al+3].[Al+3]. The Y is -7.14 log mol/L. (3) The molecule is O=C1NC(=S)NC(=O)C12CCCCC2. The Y is -3.46 log mol/L.